Dataset: Reaction yield outcomes from USPTO patents with 853,638 reactions. Task: Predict the reaction yield, written as a fraction of the theoretical maximum amount of product (1.0 means a 100% yield; for example, 0.34 means a 34% yield). (1) The reactants are [CH3:1][C:2]([S:7]([C:10]1[CH:15]=[CH:14][CH:13]=[C:12]([C:16]([F:19])([F:18])[F:17])[CH:11]=1)(=[O:9])=[O:8])([CH3:6])[CH2:3][CH2:4]O.[N-:20]=[N+:21]=[N-:22].[Na+]. The catalyst is CC#N. The product is [N:20]([CH2:4][CH2:3][C:2]([CH3:6])([S:7]([C:10]1[CH:15]=[CH:14][CH:13]=[C:12]([C:16]([F:19])([F:18])[F:17])[CH:11]=1)(=[O:9])=[O:8])[CH3:1])=[N+:21]=[N-:22]. The yield is 0.666. (2) The reactants are [CH:1]1([Mg]Br)[CH2:3][CH2:2]1.Br[C:7]1[CH:12]=[CH:11][C:10]([CH2:13][C:14]#[N:15])=[CH:9][CH:8]=1. The catalyst is C1COCC1.[Cl-].[Zn+2].[Cl-]. The product is [CH:1]1([C:7]2[CH:12]=[CH:11][C:10]([CH2:13][C:14]#[N:15])=[CH:9][CH:8]=2)[CH2:3][CH2:2]1. The yield is 0.660. (3) The reactants are [OH:1][C:2]1[C:3]([CH3:11])=[C:4]([CH:8]=[CH:9][CH:10]=1)[C:5]([OH:7])=[O:6].[H-].[Na+].[CH2:14](Br)[C:15]1[CH:20]=[CH:19][CH:18]=[CH:17][CH:16]=1.O. The catalyst is O1CCCC1.CN(C)C=O. The product is [CH2:14]([O:1][C:2]1[C:3]([CH3:11])=[C:4]([CH:8]=[CH:9][CH:10]=1)[C:5]([OH:7])=[O:6])[C:15]1[CH:20]=[CH:19][CH:18]=[CH:17][CH:16]=1. The yield is 0.730. (4) The reactants are O=[C:2]1[O:7][C:6]([C:8]2[CH:13]=[CH:12][CH:11]=[CH:10][C:9]=2[O:14]C(=O)C)=[N:5][C:4]2[CH:18]=[CH:19][CH:20]=[CH:21][C:3]1=2.[C:22]1([CH3:31])[CH:27]=[CH:26][C:25]([CH2:28][CH2:29][NH2:30])=[CH:24][CH:23]=1. No catalyst specified. The product is [OH:14][C:9]1[CH:10]=[CH:11][CH:12]=[CH:13][C:8]=1[C:6]1[N:30]([CH2:29][CH2:28][C:25]2[CH:26]=[CH:27][C:22]([CH3:31])=[CH:23][CH:24]=2)[C:2](=[O:7])[C:3]2[C:4](=[CH:18][CH:19]=[CH:20][CH:21]=2)[N:5]=1. The yield is 0.810. (5) The reactants are [Cl:1][C:2]1[N:7]=[C:6]([CH3:8])[CH:5]=[CH:4][CH:3]=1.[F:9][C:10]1[CH:20]=[CH:19][C:13]([C:14](OCC)=[O:15])=[CH:12][CH:11]=1.C[Si]([N-][Si](C)(C)C)(C)C.[Li+]. The catalyst is O1CCCC1. The product is [Cl:1][C:2]1[N:7]=[C:6]([CH2:8][C:14]([C:13]2[CH:19]=[CH:20][C:10]([F:9])=[CH:11][CH:12]=2)=[O:15])[CH:5]=[CH:4][CH:3]=1. The yield is 0.660. (6) The reactants are O[O:2][S:3]([O-:5])=O.[K+].[CH3:7][C:8]1[CH:9]=[C:10]([C:13]2[C:14]([C:33]3[CH:38]=[CH:37][CH:36]=[CH:35][CH:34]=3)=[C:15]([C:19]([C:21]([C:23]3[CH:28]=[CH:27][C:26]([O:29][CH3:30])=[C:25]([O:31][CH3:32])[CH:24]=3)=[O:22])=[O:20])[CH:16]=[CH:17][CH:18]=2)SC=1.[CH3:39]O.O1CC[CH2:43][CH2:42]1. The catalyst is O. The product is [CH3:39][S:3]([C:7]1[CH:8]=[CH:9][C:10]([C:13]2[C:14]([C:33]3[CH:34]=[CH:35][CH:36]=[CH:37][CH:38]=3)=[C:15]([C:19]([C:21]([C:23]3[CH:28]=[CH:27][C:26]([O:29][CH3:30])=[C:25]([O:31][CH3:32])[CH:24]=3)=[O:22])=[O:20])[CH:16]=[CH:17][CH:18]=2)=[CH:43][CH:42]=1)(=[O:5])=[O:2]. The yield is 0.950. (7) The reactants are [CH:1]([C:4]1[CH:9]=[CH:8][CH:7]=[CH:6][C:5]=1[NH:10][C:11]([NH:13]/[N:14]=[CH:15]/[C:16]1[CH:21]=[CH:20][C:19]([C:22]2[N:26]=[CH:25][N:24]([C:27]3[CH:32]=[CH:31][C:30]([O:33][C:34]([F:37])([F:36])[F:35])=[CH:29][CH:28]=3)[N:23]=2)=[CH:18][CH:17]=1)=[S:12])([CH3:3])[CH3:2].C(=O)([O-])[O-].[K+].[K+].Br[CH2:45][CH2:46]Cl. The catalyst is CC(=O)CC.C(Cl)Cl. The product is [CH:1]([C:4]1[CH:9]=[CH:8][CH:7]=[CH:6][C:5]=1[N:10]1[CH2:46][CH2:45][S:12]/[C:11]/1=[N:13]/[N:14]=[CH:15]\[C:16]1[CH:17]=[CH:18][C:19]([C:22]2[N:26]=[CH:25][N:24]([C:27]3[CH:28]=[CH:29][C:30]([O:33][C:34]([F:37])([F:35])[F:36])=[CH:31][CH:32]=3)[N:23]=2)=[CH:20][CH:21]=1)([CH3:3])[CH3:2]. The yield is 0.610. (8) The reactants are [N:1]([CH2:4][CH:5]1[CH2:14][CH2:13][C:12]2[C:7](=[C:8]([C:16]3[CH:21]=[CH:20][CH:19]=[CH:18][C:17]=3[Cl:22])[CH:9]=[C:10]([F:15])[CH:11]=2)[O:6]1)=[N+]=[N-].C1(P(C2C=CC=CC=2)C2C=CC=CC=2)C=CC=CC=1.C(OCC)C.Cl. The catalyst is O1CCCC1.O.CC(O)C.CCCCCC. The product is [ClH:22].[Cl:22][C:17]1[CH:18]=[CH:19][CH:20]=[CH:21][C:16]=1[C:8]1[CH:9]=[C:10]([F:15])[CH:11]=[C:12]2[C:7]=1[O:6][CH:5]([CH2:4][NH2:1])[CH2:14][CH2:13]2. The yield is 0.670.